From a dataset of Full USPTO retrosynthesis dataset with 1.9M reactions from patents (1976-2016). Predict the reactants needed to synthesize the given product. (1) Given the product [O:33]=[C:24]1[C:25]2[C:26](=[CH:29][CH:30]=[CH:31][CH:32]=2)[C:27](=[O:28])[N:23]1[CH2:22][CH:6]([C:3]1[CH:4]=[CH:5][S:1][CH:2]=1)[C:7]([O:9][CH3:10])=[O:8], predict the reactants needed to synthesize it. The reactants are: [S:1]1[CH:5]=[CH:4][C:3]([CH2:6][C:7]([O:9][CH3:10])=[O:8])=[CH:2]1.[Li+].C[Si]([N-][Si](C)(C)C)(C)C.Br[CH2:22][N:23]1[C:27](=[O:28])[C:26]2=[CH:29][CH:30]=[CH:31][CH:32]=[C:25]2[C:24]1=[O:33]. (2) Given the product [C:16]1([CH:15]=[CH:14][C:5]2[CH:4]=[C:3]([OH:2])[C:8]([CH2:9][CH2:10][CH3:11])=[C:7]([OH:12])[CH:6]=2)[CH:17]=[CH:18][CH:19]=[CH:20][CH:21]=1, predict the reactants needed to synthesize it. The reactants are: C[O:2][C:3]1[CH:4]=[C:5]([CH:14]=[CH:15][C:16]2[CH:21]=[CH:20][CH:19]=[CH:18][CH:17]=2)[CH:6]=[C:7]([O:12]C)[C:8]=1[CH2:9][CH2:10][CH3:11].B(Br)(Br)Br.O.[OH-].[Na+]. (3) Given the product [NH2:1][C:4]1[CH:5]=[C:6]([CH2:13][CH2:14][C:15]2[N:16]=[C:17]([NH:20][C:21](=[O:23])[CH3:22])[S:18][CH:19]=2)[CH:7]=[CH:8][C:9]=1[NH2:10], predict the reactants needed to synthesize it. The reactants are: [N+:1]([C:4]1[CH:5]=[C:6](/[CH:13]=[CH:14]\[C:15]2[N:16]=[C:17]([NH:20][C:21](=[O:23])[CH3:22])[S:18][CH:19]=2)[CH:7]=[CH:8][C:9]=1[N+:10]([O-])=O)([O-])=O.[N+](C1C=C(/C=C/C2N=C(NC(=O)C)SC=2)C=CC=1[N+]([O-])=O)([O-])=O.CO.[H][H]. (4) Given the product [O:15]1[CH2:19][CH2:18][CH:17]([CH2:20][NH:21][C:11]([C:8]2[CH:7]=[N:6][N:5]([CH2:1][CH2:2][CH2:3][CH3:4])[C:9]=2[CH3:10])=[O:13])[CH2:16]1, predict the reactants needed to synthesize it. The reactants are: [CH2:1]([N:5]1[C:9]([CH3:10])=[C:8]([C:11]([OH:13])=O)[CH:7]=[N:6]1)[CH2:2][CH2:3][CH3:4].Cl.[O:15]1[CH2:19][CH2:18][CH:17]([CH2:20][NH2:21])[CH2:16]1.C(N(CC)CC)C.ON1C2C=CC=CC=2N=N1.Cl.C(N=C=NCCCN(C)C)C. (5) Given the product [Cl:1][C:2]1[CH:3]=[C:4]([C:8](=[O:31])[C:14]([C:16]2[CH:21]=[CH:20][C:19]([O:22][CH:23]([F:25])[F:24])=[C:18]([CH3:26])[CH:17]=2)=[O:15])[CH:5]=[CH:6][CH:7]=1, predict the reactants needed to synthesize it. The reactants are: [Cl:1][C:2]1[CH:3]=[C:4]([C:8]2([CH:14]([C:16]3[CH:21]=[CH:20][C:19]([O:22][CH:23]([F:25])[F:24])=[C:18]([CH3:26])[CH:17]=3)[OH:15])SCCCS2)[CH:5]=[CH:6][CH:7]=1.C([OH:31])(C)(C)C.CC(OI1(OC(C)=O)(OC(C)=O)OC(=O)C2C=CC=CC1=2)=O.S([O-])([O-])(=O)=S.[Na+].[Na+]. (6) Given the product [O:1]([C:8]1[CH:9]=[C:10]([CH:13]=[CH:14][CH:15]=1)[CH2:11][I:16])[C:2]1[CH:7]=[CH:6][CH:5]=[CH:4][CH:3]=1, predict the reactants needed to synthesize it. The reactants are: [O:1]([C:8]1[CH:9]=[C:10]([CH:13]=[CH:14][CH:15]=1)[CH2:11]Cl)[C:2]1[CH:7]=[CH:6][CH:5]=[CH:4][CH:3]=1.[I-:16].[Na+].